From a dataset of Catalyst prediction with 721,799 reactions and 888 catalyst types from USPTO. Predict which catalyst facilitates the given reaction. (1) Reactant: [Cl:1][S:2]([C:5]1[CH:13]=[CH:12][C:8]([C:9](Cl)=[O:10])=[CH:7][CH:6]=1)(=[O:4])=[O:3].N#N.[F:16][C:17]1[CH:24]=[CH:23][C:20]([CH2:21][NH2:22])=[CH:19][CH:18]=1.C(N(CC)CC)C. Product: [F:16][C:17]1[CH:24]=[CH:23][C:20]([CH2:21][NH:22][C:9]([C:8]2[CH:12]=[CH:13][C:5]([S:2]([Cl:1])(=[O:4])=[O:3])=[CH:6][CH:7]=2)=[O:10])=[CH:19][CH:18]=1. The catalyst class is: 251. (2) Reactant: [CH3:1][N:2]1[C:7](=[O:8])[CH2:6][O:5][C:4]2[CH:9]=[CH:10][C:11]([CH2:13][N:14]3[CH:18]=[C:17]([C:19]([O:21]CC)=[O:20])[CH:16]=[N:15]3)=[CH:12][C:3]1=2. Product: [CH3:1][N:2]1[C:7](=[O:8])[CH2:6][O:5][C:4]2[CH:9]=[CH:10][C:11]([CH2:13][N:14]3[CH:18]=[C:17]([C:19]([OH:21])=[O:20])[CH:16]=[N:15]3)=[CH:12][C:3]1=2. The catalyst class is: 273. (3) Reactant: [CH3:1][O:2][C:3]1[CH:12]=[CH:11][C:10]([N:13]2[CH:17]=[N:16][N:15]=[N:14]2)=[CH:9][C:4]=1[C:5]([O:7]C)=[O:6].[OH-].[Na+].O. Product: [CH3:1][O:2][C:3]1[CH:12]=[CH:11][C:10]([N:13]2[CH:17]=[N:16][N:15]=[N:14]2)=[CH:9][C:4]=1[C:5]([OH:7])=[O:6]. The catalyst class is: 24. (4) Reactant: [CH2:1]([O:3][CH:4]([O:16][CH2:17][CH3:18])[C:5]1[CH:6]=[CH:7][C:8]([C:11]2[N:12]=[N:13][NH:14][CH:15]=2)=[N:9][CH:10]=1)[CH3:2].[C:19](=O)([O-])[O-].[K+].[K+].IC. Product: [CH2:17]([O:16][CH:4]([O:3][CH2:1][CH3:2])[C:5]1[CH:6]=[CH:7][C:8]([C:11]2[CH:15]=[N:14][N:13]([CH3:19])[N:12]=2)=[N:9][CH:10]=1)[CH3:18]. The catalyst class is: 10. (5) Reactant: [CH2:1]([N:5]1[C:13]2[N:12]=[C:11]([Cl:14])[N:10]([CH2:15][CH:16]=[CH2:17])[C:9]=2[C:8](=[O:18])[NH:7][C:6]1=[O:19])[CH2:2][CH2:3][CH3:4].C([O-])([O-])=O.[Cs+].[Cs+].[Br:26][C:27]1[CH:32]=[CH:31][C:30]([O:33][CH2:34][CH2:35]Br)=[CH:29][CH:28]=1. Product: [Br:26][C:27]1[CH:32]=[CH:31][C:30]([O:33][CH2:34][CH2:35][N:7]2[C:8](=[O:18])[C:9]3[N:10]([CH2:15][CH:16]=[CH2:17])[C:11]([Cl:14])=[N:12][C:13]=3[N:5]([CH2:1][CH2:2][CH2:3][CH3:4])[C:6]2=[O:19])=[CH:29][CH:28]=1. The catalyst class is: 3.